From a dataset of Forward reaction prediction with 1.9M reactions from USPTO patents (1976-2016). Predict the product of the given reaction. (1) The product is: [F:1][C:2]1[CH:7]=[CH:6][C:5]([CH2:8][C:9]([N:22]2[CH2:26][CH2:25][C:24]([C:27]3[CH:32]=[CH:31][C:30]([OH:33])=[CH:29][CH:28]=3)=[N:23]2)=[O:11])=[C:4]([C:12]([F:15])([F:14])[F:13])[CH:3]=1. Given the reactants [F:1][C:2]1[CH:7]=[CH:6][C:5]([CH2:8][C:9]([OH:11])=O)=[C:4]([C:12]([F:15])([F:14])[F:13])[CH:3]=1.C(Cl)(=O)C(Cl)=O.[NH:22]1[CH2:26][CH2:25][C:24]([C:27]2[CH:32]=[CH:31][C:30]([OH:33])=[CH:29][CH:28]=2)=[N:23]1, predict the reaction product. (2) Given the reactants [CH3:1][C:2]1[NH:7][C:6]([CH3:8])=[C:5]([C:9]([O:11][C:12]([CH2:15][N:16]([CH2:18][CH2:19][CH:20]([C:27]2[CH:28]=[CH:29][CH:30]=[CH:31][CH:32]=2)[C:21]2[CH:22]=[CH:23][CH:24]=[CH:25][CH:26]=2)[CH3:17])([CH3:14])[CH3:13])=[O:10])[CH:4]([C:33]2[CH:34]=[CH:35][CH:36]=[C:37]([N+:39]([O-:41])=[O:40])[CH:38]=2)[C:3]=1[C:42]([O:44][CH3:45])=[O:43].Cl.[CH2:47]([Cl:49])[Cl:48], predict the reaction product. The product is: [CH3:1][C:2]1[NH:7][C:6]([CH3:8])=[C:5]([C:9]([O:11][C:12]([CH2:15][N:16]([CH2:18][CH2:19][CH:20]([C:21]2[CH:22]=[CH:23][CH:24]=[CH:25][CH:26]=2)[C:27]2[CH:28]=[CH:29][CH:30]=[CH:31][CH:32]=2)[CH3:17])([CH3:13])[CH3:14])=[O:10])[CH:4]([C:33]2[CH:34]=[CH:35][CH:36]=[C:37]([N+:39]([O-:41])=[O:40])[CH:38]=2)[C:3]=1[C:42]([O:44][CH3:45])=[O:43].[ClH:48].[CH2:47]([Cl:49])[Cl:48]. (3) Given the reactants [F:1][C:2]1[CH:3]=[N:4][CH:5]=[C:6]([CH:11]=1)[C:7](Cl)=[N:8][OH:9].[C:12]([C:14]1[CH:19]=[CH:18][C:17]([F:20])=[C:16]([CH3:21])[CH:15]=1)#[CH:13].N, predict the reaction product. The product is: [F:20][C:17]1[CH:18]=[CH:19][C:14]([C:12]2[O:9][N:8]=[C:7]([C:6]3[CH:5]=[N:4][CH:3]=[C:2]([F:1])[CH:11]=3)[CH:13]=2)=[CH:15][C:16]=1[CH3:21].